From a dataset of Peptide-MHC class II binding affinity with 134,281 pairs from IEDB. Regression. Given a peptide amino acid sequence and an MHC pseudo amino acid sequence, predict their binding affinity value. This is MHC class II binding data. The peptide sequence is GRTTWSIHGKGEWMT. The MHC is DRB1_1101 with pseudo-sequence DRB1_1101. The binding affinity (normalized) is 0.490.